From a dataset of Forward reaction prediction with 1.9M reactions from USPTO patents (1976-2016). Predict the product of the given reaction. (1) Given the reactants [Br:1][C:2]1[CH:7]=[CH:6][C:5]([OH:8])=[CH:4][CH:3]=1.[CH3:9][O:10][C:11]1[CH:12]=[C:13]([CH:16]=[CH:17][CH:18]=1)[CH2:14]Cl, predict the reaction product. The product is: [Br:1][C:2]1[CH:7]=[CH:6][C:5]([OH:8])=[C:4]([CH2:14][C:13]2[CH:16]=[CH:17][CH:18]=[C:11]([O:10][CH3:9])[CH:12]=2)[CH:3]=1. (2) Given the reactants [Cl:1][C:2]1[N:7]=[C:6]([C:8]2[S:12][C:11]([CH:13]([CH3:15])[CH3:14])=[N:10][C:9]=2[C:16]2[CH:17]=[CH:18][C:19]([F:34])=[C:20]([NH:22][S:23]([C:26]3[C:31]([F:32])=[CH:30][CH:29]=[CH:28][C:27]=3[F:33])(=[O:25])=[O:24])[CH:21]=2)[CH:5]=[CH:4][N:3]=1.[N:35]1([C:41]2[N:46]=[CH:45][C:44]([NH2:47])=[CH:43][CH:42]=2)[CH2:40][CH2:39][O:38][CH2:37][CH2:36]1, predict the reaction product. The product is: [F:33][C:27]1[CH:28]=[CH:29][CH:30]=[C:31]([F:32])[C:26]=1[S:23]([NH:22][C:20]1[CH:21]=[C:16]([C:9]2[N:10]=[C:11]([CH:13]([CH3:15])[CH3:14])[S:12][C:8]=2[C:6]2[CH:5]=[CH:4][N:3]=[C:2]([NH:47][C:44]3[CH:45]=[N:46][C:41]([N:35]4[CH2:36][CH2:37][O:38][CH2:39][CH2:40]4)=[CH:42][CH:43]=3)[N:7]=2)[CH:17]=[CH:18][C:19]=1[F:34])(=[O:25])=[O:24].[Cl:1][C:2]1[N:7]=[C:6]([C:8]2[S:12][C:11]([CH:13]([CH3:15])[CH3:14])=[N:10][C:9]=2[C:16]2[CH:17]=[CH:18][C:19]([F:34])=[C:20]([NH:22][S:23]([C:26]3[C:31]([F:32])=[CH:30][CH:29]=[CH:28][C:27]=3[F:33])(=[O:24])=[O:25])[CH:21]=2)[CH:5]=[CH:4][N:3]=1. (3) Given the reactants [F:1][C:2]1[CH:7]=[CH:6][CH:5]=[C:4]([F:8])[C:3]=1[C:9]1[N:14]=[C:13]2[C:15]([C:18]3[CH:19]=[C:20]([N:24]4[CH2:29][CH2:28][CH:27]([NH:30]C(=O)OC(C)(C)C)[CH2:26][CH2:25]4)[CH:21]=[N:22][CH:23]=3)=[CH:16][NH:17][C:12]2=[CH:11][CH:10]=1.Cl.CC(O)C, predict the reaction product. The product is: [F:1][C:2]1[CH:7]=[CH:6][CH:5]=[C:4]([F:8])[C:3]=1[C:9]1[N:14]=[C:13]2[C:15]([C:18]3[CH:19]=[C:20]([N:24]4[CH2:25][CH2:26][CH:27]([NH2:30])[CH2:28][CH2:29]4)[CH:21]=[N:22][CH:23]=3)=[CH:16][NH:17][C:12]2=[CH:11][CH:10]=1. (4) Given the reactants O[C:2]1[CH:7]=[C:6]([CH3:8])[NH:5][C:4](=[O:9])[CH:3]=1.O.[NH2:11][NH2:12], predict the reaction product. The product is: [NH:11]([C:2]1[CH:7]=[C:6]([CH3:8])[NH:5][C:4](=[O:9])[CH:3]=1)[NH2:12]. (5) Given the reactants [NH2:1][CH2:2][CH2:3][C:4]1[C:12]2[C:7](=[CH:8][CH:9]=[CH:10][CH:11]=2)[NH:6][CH:5]=1.[CH3:13][N:14]([CH3:28])[C:15]1([C:22]2[CH:27]=[CH:26][CH:25]=[CH:24][CH:23]=2)[CH2:20][CH2:19][C:18](=O)[CH2:17][CH2:16]1.ClCCCl.C(O[BH-](OC(=O)C)OC(=O)C)(=O)C.[Na+], predict the reaction product. The product is: [NH:6]1[C:7]2[C:12](=[CH:11][CH:10]=[CH:9][CH:8]=2)[C:4]([CH2:3][CH2:2][NH:1][CH:18]2[CH2:17][CH2:16][C:15]([C:22]3[CH:23]=[CH:24][CH:25]=[CH:26][CH:27]=3)([N:14]([CH3:28])[CH3:13])[CH2:20][CH2:19]2)=[CH:5]1. (6) The product is: [CH3:1][O:2][C:3]1[C:23]([O:24][CH3:25])=[CH:22][C:6]2[N:7]([CH2:10][C:11]3[CH:21]=[CH:20][C:14]4[N:15]=[C:16]([S:18]([CH3:19])=[O:34])[O:17][C:13]=4[CH:12]=3)[CH:8]=[N:9][C:5]=2[CH:4]=1. Given the reactants [CH3:1][O:2][C:3]1[C:23]([O:24][CH3:25])=[CH:22][C:6]2[N:7]([CH2:10][C:11]3[CH:21]=[CH:20][C:14]4[N:15]=[C:16]([S:18][CH3:19])[O:17][C:13]=4[CH:12]=3)[CH:8]=[N:9][C:5]=2[CH:4]=1.ClC1C=CC=C(C(OO)=[O:34])C=1.C([O-])(O)=O.[Na+], predict the reaction product.